From a dataset of Reaction yield outcomes from USPTO patents with 853,638 reactions. Predict the reaction yield, written as a fraction of the theoretical maximum amount of product (1.0 means a 100% yield; for example, 0.34 means a 34% yield). (1) The reactants are [F:1][C:2]([F:40])([F:39])[C:3]1[CH:4]=[C:5]([CH2:13][N:14]([CH3:38])[C:15]([N:17]2[CH2:29][CH2:28][C@:20]3([NH:24][C@H:23]([C:25]([NH2:27])=[O:26])[CH2:22][CH2:21]3)[CH2:19][C@@H:18]2[C:30]2[CH:35]=[CH:34][C:33]([F:36])=[CH:32][C:31]=2[CH3:37])=[O:16])[CH:6]=[C:7]([C:9]([F:12])([F:11])[F:10])[CH:8]=1.[ClH:41]. The catalyst is C(OCC)C. The product is [ClH:41].[F:40][C:2]([F:1])([F:39])[C:3]1[CH:4]=[C:5]([CH2:13][N:14]([CH3:38])[C:15]([N:17]2[CH2:29][CH2:28][C@:20]3([NH:24][C@H:23]([C:25]([NH2:27])=[O:26])[CH2:22][CH2:21]3)[CH2:19][C@@H:18]2[C:30]2[CH:35]=[CH:34][C:33]([F:36])=[CH:32][C:31]=2[CH3:37])=[O:16])[CH:6]=[C:7]([C:9]([F:10])([F:12])[F:11])[CH:8]=1. The yield is 0.880. (2) The catalyst is O1CCCC1. The product is [C:26]([NH:1][C:2]1[CH:11]=[C:10]2[C:5]([CH:6]=[CH:7][CH:8]=[C:9]2[CH:12]2[CH2:17][CH2:16][CH2:15][N:14]([CH3:18])[CH2:13]2)=[CH:4][CH:3]=1)(=[O:33])[C:27]1[CH:32]=[CH:31][CH:30]=[CH:29][CH:28]=1. The yield is 0.310. The reactants are [NH2:1][C:2]1[CH:11]=[C:10]2[C:5]([CH:6]=[CH:7][CH:8]=[C:9]2[CH:12]2[CH2:17][CH2:16][CH2:15][N:14]([CH3:18])[CH2:13]2)=[CH:4][CH:3]=1.C(N(CC)CC)C.[C:26](Cl)(=[O:33])[C:27]1[CH:32]=[CH:31][CH:30]=[CH:29][CH:28]=1. (3) The reactants are C[O:2][C:3]1[C:8](=[O:9])[NH:7][C:6]([C:10]2[CH:17]=[CH:16][C:13]([C:14]#[N:15])=[CH:12][CH:11]=2)=[N:5][CH:4]=1.C(Cl)Cl.B(Br)(Br)Br. The catalyst is C(Cl)Cl. The product is [OH:2][C:3]1[C:8](=[O:9])[NH:7][C:6]([C:10]2[CH:11]=[CH:12][C:13]([C:14]#[N:15])=[CH:16][CH:17]=2)=[N:5][CH:4]=1. The yield is 0.320.